This data is from Forward reaction prediction with 1.9M reactions from USPTO patents (1976-2016). The task is: Predict the product of the given reaction. (1) Given the reactants [OH:1][B:2]1[C@@H:7]([NH:8][C:9](=[O:17])[CH2:10][CH2:11][N:12]2[CH:16]=[CH:15][N:14]=[CH:13]2)[CH2:6][C:5]2[CH:18]=[CH:19][CH:20]=[C:21]([C:22]([OH:24])=[O:23])[C:4]=2[O:3]1.[CH3:25][O:26][CH2:27][CH2:28]O, predict the reaction product. The product is: [CH3:25][O:26][CH2:27][CH2:28][O:23][C:22]([C:21]1[C:4]2[O:3][B:2]([OH:1])[C@@H:7]([NH:8][C:9](=[O:17])[CH2:10][CH2:11][N:12]3[CH:16]=[CH:15][N:14]=[CH:13]3)[CH2:6][C:5]=2[CH:18]=[CH:19][CH:20]=1)=[O:24]. (2) Given the reactants I[C:2]1[CH:9]=[CH:8][C:5]([C:6]#[N:7])=[CH:4][CH:3]=1.[CH2:10]([O:14][C:15](=[O:18])[CH:16]=[CH2:17])[CH2:11][CH2:12][CH3:13], predict the reaction product. The product is: [C:6]([C:5]1[CH:8]=[CH:9][C:2](/[CH:17]=[CH:16]/[C:15]([O:14][CH2:10][CH2:11][CH2:12][CH3:13])=[O:18])=[CH:3][CH:4]=1)#[N:7]. (3) Given the reactants C([O:3][C:4](=O)[CH2:5][C:6]([C@H:8]1[CH2:13][CH2:12][N:11]([C:14]([O:16][CH3:17])=[O:15])[C@@H:10]([C:18]2[CH:23]=[CH:22][CH:21]=[CH:20][CH:19]=2)[CH2:9]1)=[O:7])C.[OH-].[Na+].[NH2:27]O.Cl, predict the reaction product. The product is: [O:3]=[C:4]1[CH:5]=[C:6]([C@H:8]2[CH2:13][CH2:12][N:11]([C:14]([O:16][CH3:17])=[O:15])[C@@H:10]([C:18]3[CH:23]=[CH:22][CH:21]=[CH:20][CH:19]=3)[CH2:9]2)[O:7][NH:27]1. (4) Given the reactants [NH2:1][C:2]1[CH:7]=[CH:6][CH:5]=[CH:4][CH:3]=1.N1C=CC=CC=1.[Br:14][C:15]1[CH:16]=[CH:17][C:18]([Cl:25])=[C:19]([S:21](Cl)(=[O:23])=[O:22])[CH:20]=1, predict the reaction product. The product is: [Br:14][C:15]1[CH:16]=[CH:17][C:18]([Cl:25])=[C:19]([S:21]([NH:1][C:2]2[CH:7]=[CH:6][CH:5]=[CH:4][CH:3]=2)(=[O:23])=[O:22])[CH:20]=1. (5) Given the reactants [CH:1]1([N:4]2[C:13](=[O:14])[C:12]3[C:7](=[CH:8][CH:9]=[CH:10][CH:11]=3)[N:6]([CH2:15][C:16]3[N:20]([CH2:21][CH2:22][CH:23]([CH3:25])[CH3:24])[C:19]4[CH:26]=[CH:27][C:28]([C:30](O)=[O:31])=[CH:29][C:18]=4[N:17]=3)[C:5]2=[O:33])[CH2:3][CH2:2]1.CN1CCOCC1.ClC(OCC(C)C)=O.[BH4-].[Na+], predict the reaction product. The product is: [CH:1]1([N:4]2[C:13](=[O:14])[C:12]3[C:7](=[CH:8][CH:9]=[CH:10][CH:11]=3)[N:6]([CH2:15][C:16]3[N:20]([CH2:21][CH2:22][CH:23]([CH3:25])[CH3:24])[C:19]4[CH:26]=[CH:27][C:28]([CH2:30][OH:31])=[CH:29][C:18]=4[N:17]=3)[C:5]2=[O:33])[CH2:3][CH2:2]1. (6) Given the reactants [NH2:1][C:2]1[C:3]([F:10])=[C:4]([CH:7]=[CH:8][CH:9]=1)[C:5]#[N:6].C(=O)([O-])[O-].[K+].[K+].[C:17](Cl)(=[O:26])[O:18][CH2:19][C:20]1[CH:25]=[CH:24][CH:23]=[CH:22][CH:21]=1, predict the reaction product. The product is: [C:5]([C:4]1[C:3]([F:10])=[C:2]([NH:1][C:17](=[O:26])[O:18][CH2:19][C:20]2[CH:25]=[CH:24][CH:23]=[CH:22][CH:21]=2)[CH:9]=[CH:8][CH:7]=1)#[N:6]. (7) Given the reactants Cl[C:2]1[CH:30]=[CH:29][C:5]2[S:6][C:7]([S:10]([N:13]3[CH2:18][CH2:17][N:16]([C:19]4[C:24]([C:25]([F:28])([F:27])[F:26])=[CH:23][CH:22]=[CH:21][N:20]=4)[CH2:15][CH2:14]3)(=[O:12])=[O:11])=[C:8]([CH3:9])[C:4]=2[CH:3]=1.C(O[Na])(C)(C)C.[C:37]([N:44]1[CH2:49][CH2:48][NH:47][CH2:46][CH2:45]1)([O:39][C:40]([CH3:43])([CH3:42])[CH3:41])=[O:38], predict the reaction product. The product is: [C:40]([O:39][C:37]([N:44]1[CH2:49][CH2:48][N:47]([C:2]2[CH:30]=[CH:29][C:5]3[S:6][C:7]([S:10]([N:13]4[CH2:18][CH2:17][N:16]([C:19]5[C:24]([C:25]([F:28])([F:27])[F:26])=[CH:23][CH:22]=[CH:21][N:20]=5)[CH2:15][CH2:14]4)(=[O:12])=[O:11])=[C:8]([CH3:9])[C:4]=3[CH:3]=2)[CH2:46][CH2:45]1)=[O:38])([CH3:43])([CH3:41])[CH3:42].